Predict the product of the given reaction. From a dataset of Forward reaction prediction with 1.9M reactions from USPTO patents (1976-2016). (1) Given the reactants C([O:4][CH2:5][C:6]1[C:11]([NH:12][C:13]([O:15][C:16]([CH3:19])([CH3:18])[CH3:17])=[O:14])=[CH:10][CH:9]=[C:8]([Cl:20])[N:7]=1)(=O)C.[OH-].[Na+], predict the reaction product. The product is: [Cl:20][C:8]1[N:7]=[C:6]([CH2:5][OH:4])[C:11]([NH:12][C:13](=[O:14])[O:15][C:16]([CH3:18])([CH3:17])[CH3:19])=[CH:10][CH:9]=1. (2) Given the reactants CO.[ClH:3].[NH2:4][C:5]1[N:9]=[C:8]([C@@H:10]([NH:14]C(=O)OC(C)(C)C)[CH2:11][C:12]#[CH:13])[NH:7][N:6]=1, predict the reaction product. The product is: [ClH:3].[NH2:14][C@H:10]([C:8]1[NH:7][N:6]=[C:5]([NH2:4])[N:9]=1)[CH2:11][C:12]#[CH:13]. (3) Given the reactants [C:1](O)(=[O:8])[C:2]1C=CC=C[CH:3]=1.[Cl:10][C:11]1[CH:12]=[C:13]([OH:18])[C:14](=[CH:16][CH:17]=1)[OH:15].C(OS(C1C=CC=C([N+]([O-])=O)C=1)(=O)=O)[C@@H]1OC1.[O-]P([O-])([O-])=O.[K+].[K+].[K+].C(O)(=O)C.[Cl-].[Na+].[OH-].[Na+], predict the reaction product. The product is: [Cl:10][C:11]1[CH:17]=[CH:16][C:14]2[O:15][C@@H:2]([CH2:1][OH:8])[CH2:3][O:18][C:13]=2[CH:12]=1. (4) The product is: [NH2:17][C:11]1[N:10]=[C:9]([O:18][C@@H:19]([CH3:22])[CH2:20][CH3:21])[N:8]=[C:7]2[C:12]=1[NH:13][C:14](=[O:15])[N:6]2[CH2:5][CH2:4][CH2:3][CH2:2][N:23]1[CH2:28][CH2:27][CH2:26][CH2:25][CH2:24]1. Given the reactants Cl[CH2:2][CH2:3][CH2:4][CH2:5][N:6]1[C:14]([O:15]C)=[N:13][C:12]2[C:7]1=[N:8][C:9]([O:18][C@@H:19]([CH3:22])[CH2:20][CH3:21])=[N:10][C:11]=2[NH2:17].[NH:23]1[CH2:28][CH2:27][CH2:26][CH2:25][CH2:24]1, predict the reaction product. (5) Given the reactants Cl[S:2]([C:5]1[CH:14]=[CH:13][C:12]2[NH:11][C:10](=[O:15])[C:9]3[NH:16][CH:17]=[C:18]([C:19]([OH:21])=[O:20])[C:8]=3[C:7]=2[CH:6]=1)(=[O:4])=[O:3].[CH3:22][O:23][C:24]1[CH:30]=[CH:29][C:27]([NH2:28])=[CH:26][CH:25]=1, predict the reaction product. The product is: [CH3:22][O:23][C:24]1[CH:30]=[CH:29][C:27]([NH:28][S:2]([C:5]2[CH:14]=[CH:13][C:12]3[NH:11][C:10](=[O:15])[C:9]4[NH:16][CH:17]=[CH:18][C:8]=4[C:7]=3[CH:6]=2)(=[O:3])=[O:4])=[CH:26][CH:25]=1.[CH2:18]([C:19]([O-:21])=[O:20])[CH3:17]. (6) The product is: [C:39]([C@@H:10]1[CH2:9][CH:8]([CH2:7][C:4]2[CH:5]=[CH:6][C:1]([C:23]3[CH:24]=[CH:25][CH:26]=[CH:27][CH:28]=3)=[CH:2][CH:3]=2)[N:12](/[CH:13]=[CH:14]/[C:15]2[CH:16]=[CH:17][CH:18]=[CH:19][CH:30]=2)[C:11]1=[O:22])(=[O:43])[C:40]1[CH:42]=[CH:48][CH:47]=[CH:46][CH:41]=1. Given the reactants [C:1]1([C:23]2[CH:28]=[CH:27][CH:26]=[CH:25][CH:24]=2)[CH:6]=[CH:5][C:4]([CH2:7][C@H:8]2[N:12]([CH2:13][C:14]3[CH:19]=[CH:18][C:17](OC)=[CH:16][CH:15]=3)[C:11](=[O:22])[CH2:10][CH2:9]2)=[CH:3][CH:2]=1.[Li+].[CH3:30][Si]([N-][Si](C)(C)C)(C)C.[C:39](Cl)(=[O:43])[CH:40]([CH3:42])[CH3:41].O1C[CH2:48][CH2:47][CH2:46]1, predict the reaction product.